From a dataset of Merck oncology drug combination screen with 23,052 pairs across 39 cell lines. Regression. Given two drug SMILES strings and cell line genomic features, predict the synergy score measuring deviation from expected non-interaction effect. Drug 2: C=CCn1c(=O)c2cnc(Nc3ccc(N4CCN(C)CC4)cc3)nc2n1-c1cccc(C(C)(C)O)n1. Synergy scores: synergy=8.45. Cell line: MDAMB436. Drug 1: CN1C(=O)C=CC2(C)C3CCC4(C)C(NC(=O)OCC(F)(F)F)CCC4C3CCC12.